This data is from Reaction yield outcomes from USPTO patents with 853,638 reactions. The task is: Predict the reaction yield, written as a fraction of the theoretical maximum amount of product (1.0 means a 100% yield; for example, 0.34 means a 34% yield). (1) The reactants are [ClH:1].[NH2:2][C:3]1[N:8]=[CH:7][C:6](/[CH:9]=[CH:10]/[C:11]([OH:13])=O)=[CH:5][C:4]=1[CH2:14][N:15]1[CH2:20][CH2:19][N:18]([CH3:21])[CH2:17][CH2:16]1.Cl.CN1CC2C=C(/C=C/C(O)=O)C=NC=2NC(=O)C1.[CH3:41][NH:42][CH2:43][C:44]1[C:53]2[C:48](=[CH:49][CH:50]=[CH:51][CH:52]=2)[C:47]([CH3:54])=[CH:46][CH:45]=1.CNCC1C=CC2C(=CC=CC=2)C=1CCC. No catalyst specified. The product is [ClH:1].[NH2:2][C:3]1[N:8]=[CH:7][C:6](/[CH:9]=[CH:10]/[C:11]([N:42]([CH3:41])[CH2:43][C:44]2[C:53]3[C:48](=[CH:49][CH:50]=[CH:51][CH:52]=3)[C:47]([CH3:54])=[CH:46][CH:45]=2)=[O:13])=[CH:5][C:4]=1[CH2:14][N:15]1[CH2:20][CH2:19][N:18]([CH3:21])[CH2:17][CH2:16]1. The yield is 0.200. (2) The reactants are [CH2:1]([C:3]1[NH:4][C:5](=[O:27])[C:6]([CH2:12][C:13]2[CH:18]=[CH:17][C:16]([C:19]3[C:20]([C:25]#[N:26])=[CH:21][CH:22]=[CH:23][CH:24]=3)=[CH:15][CH:14]=2)=[C:7]([CH2:9][CH2:10][CH3:11])[N:8]=1)[CH3:2].[CH3:28][C:29]1([CH3:41])[CH2:33][C:32]2[CH:34]=[C:35](B(O)O)[CH:36]=[CH:37][C:31]=2[O:30]1.N1C=CC=CC=1.C(N(CC)CC)C. The catalyst is C(OCC)(=O)C.C([O-])(=O)C.[Cu+2].C([O-])(=O)C.ClCCl. The product is [CH3:28][C:29]1([CH3:41])[CH2:33][C:32]2[CH:34]=[C:35]([N:4]3[C:5](=[O:27])[C:6]([CH2:12][C:13]4[CH:18]=[CH:17][C:16]([C:19]5[C:20]([C:25]#[N:26])=[CH:21][CH:22]=[CH:23][CH:24]=5)=[CH:15][CH:14]=4)=[C:7]([CH2:9][CH2:10][CH3:11])[N:8]=[C:3]3[CH2:1][CH3:2])[CH:36]=[CH:37][C:31]=2[O:30]1. The yield is 0.800. (3) The reactants are [Cl:1][C:2]1[CH:3]=[CH:4][C:5]([O:26][CH3:27])=[C:6]([CH:25]=1)[C:7](/[N:9]=[C:10]1\[S:11][C:12]2[C:22]([CH3:24])([CH3:23])[O:21][CH2:20][CH2:19][C:13]=2[N:14]\1[CH2:15][CH:16]([CH3:18])[CH3:17])=O.COC1C=CC(P2(SP(C3C=CC(OC)=CC=3)(=S)S2)=[S:37])=CC=1. The catalyst is C1(C)C=CC=CC=1. The product is [Cl:1][C:2]1[CH:3]=[CH:4][C:5]([O:26][CH3:27])=[C:6]([CH:25]=1)[C:7](=[S:37])/[N:9]=[C:10]1\[S:11][C:12]2[C:22]([CH3:24])([CH3:23])[O:21][CH2:20][CH2:19][C:13]=2[N:14]\1[CH2:15][CH:16]([CH3:18])[CH3:17]. The yield is 0.700. (4) The reactants are [CH3:1][O:2][C:3]1[C:24]2[O:23][C:10]3[C:11](=[O:22])[N:12]([C@@H:14]([CH2:18][CH:19]([CH3:21])[CH3:20])[C:15]([OH:17])=O)[CH2:13][C:9]=3[CH2:8][C:7]=2[C:6]([O:25][CH3:26])=[CH:5][CH:4]=1.CN1CCOCC1.F[P-](F)(F)(F)(F)F.N1(OC(N(C)C)=[N+](C)C)C2N=CC=CC=2N=N1.[NH2:58][C:59]1[CH:64]=[CH:63][C:62]([Cl:65])=[CH:61][N:60]=1. The catalyst is O1CCCC1.O. The product is [Cl:65][C:62]1[CH:63]=[CH:64][C:59]([NH:58][C:15](=[O:17])[C@@H:14]([N:12]2[CH2:13][C:9]3[CH2:8][C:7]4[C:6]([O:25][CH3:26])=[CH:5][CH:4]=[C:3]([O:2][CH3:1])[C:24]=4[O:23][C:10]=3[C:11]2=[O:22])[CH2:18][CH:19]([CH3:21])[CH3:20])=[N:60][CH:61]=1. The yield is 0.162.